From a dataset of Forward reaction prediction with 1.9M reactions from USPTO patents (1976-2016). Predict the product of the given reaction. (1) The product is: [CH3:19][O:18][C:11]1[CH:10]=[CH:9][C:8]([N:5]2[C:6](=[O:7])[C:2]([CH3:1])([CH3:32])[N:3]([CH2:21][C:22]3[C:31]4[C:26](=[CH:27][CH:28]=[CH:29][CH:30]=4)[N:25]=[CH:24][CH:23]=3)[C:4]2=[O:20])=[CH:17][C:12]=1[O:13][CH2:14][CH2:15][NH:33][CH:34]1[CH2:39][CH2:38][N:37]([CH3:40])[CH2:36][CH2:35]1. Given the reactants [CH3:1][C:2]1([CH3:32])[C:6](=[O:7])[N:5]([C:8]2[CH:9]=[CH:10][C:11]([O:18][CH3:19])=[C:12]([CH:17]=2)[O:13][CH2:14][CH:15]=O)[C:4](=[O:20])[N:3]1[CH2:21][C:22]1[C:31]2[C:26](=[CH:27][CH:28]=[CH:29][CH:30]=2)[N:25]=[CH:24][CH:23]=1.[NH2:33][CH:34]1[CH2:39][CH2:38][N:37]([CH3:40])[CH2:36][CH2:35]1, predict the reaction product. (2) The product is: [Br:30][C:31]1[C:16]([N:13]2[CH2:12][CH2:11][N:10]([CH2:9][C:7]3[N:8]=[C:4]([CH:1]([CH3:2])[CH3:3])[O:5][CH:6]=3)[CH2:15][CH2:14]2)=[C:33]([N+:38]([O-:40])=[O:39])[C:34]([NH2:37])=[N:35][CH:36]=1. Given the reactants [CH:1]([C:4]1[O:5][CH:6]=[C:7]([CH2:9][N:10]2[CH2:15][CH2:14][N:13]([C:16](OC(C)(C)C)=O)[CH2:12][CH2:11]2)[N:8]=1)([CH3:3])[CH3:2].C(O)(C(F)(F)F)=O.[Br:30][C:31]1C(Cl)=[C:33]([N+:38]([O-:40])=[O:39])[C:34]([NH2:37])=[N:35][CH:36]=1, predict the reaction product.